From a dataset of Reaction yield outcomes from USPTO patents with 853,638 reactions. Predict the reaction yield, written as a fraction of the theoretical maximum amount of product (1.0 means a 100% yield; for example, 0.34 means a 34% yield). (1) The reactants are [S:1](Cl)(Cl)=[O:2].CC#N.[OH:8][C@H:9]1[C@@H:13]([OH:14])[CH2:12][S:11][C@H:10]1[CH2:15][CH2:16][CH2:17][CH2:18][C:19]([OH:21])=[O:20]. The catalyst is [Cl-].[Na+].O. The product is [O:2]=[S:1]1[O:14][C@H:13]2[CH2:12][S:11][C@@H:10]([CH2:15][CH2:16][CH2:17][CH2:18][C:19]([OH:21])=[O:20])[C@H:9]2[O:8]1. The yield is 0.480. (2) The reactants are C(N(CC)CC)C.[NH2:8][C:9]1[CH:18]=[C:17]2[C:12]([CH2:13][CH:14](Cl)[C:15](=[O:19])[NH:16]2)=[CH:11][CH:10]=1. The catalyst is O1CCCC1. The product is [NH2:8][C:9]1[CH:18]=[C:17]2[C:12]([CH:13]=[CH:14][C:15](=[O:19])[NH:16]2)=[CH:11][CH:10]=1. The yield is 0.680. (3) The reactants are [CH2:1]([N:8]1[CH2:13][CH2:12][CH:11]([C:14](N(OC)C)=[O:15])[CH2:10][CH2:9]1)[C:2]1[CH:7]=[CH:6][CH:5]=[CH:4][CH:3]=1.[CH2:20]([Mg]Br)[CH2:21][CH:22]=[CH2:23]. The catalyst is C1COCC1. The product is [CH2:1]([N:8]1[CH2:13][CH2:12][CH:11]([C:14](=[O:15])[CH2:23][CH2:22][CH:21]=[CH2:20])[CH2:10][CH2:9]1)[C:2]1[CH:7]=[CH:6][CH:5]=[CH:4][CH:3]=1. The yield is 0.570. (4) The reactants are [Br:1][C:2]1[CH:10]=[CH:9][CH:8]=[C:7]2[C:3]=1[CH2:4][C:5](=O)[NH:6]2.Cl.[OH-].[Na+].O. The catalyst is C1COCC1.CO. The product is [Br:1][C:2]1[CH:10]=[CH:9][CH:8]=[C:7]2[C:3]=1[CH2:4][CH2:5][NH:6]2. The yield is 0.450. (5) The reactants are [C:12]([O:11][C:9](O[C:9]([O:11][C:12]([CH3:15])([CH3:14])[CH3:13])=[O:10])=[O:10])([CH3:15])([CH3:14])[CH3:13].[NH2:16][CH:17]1[CH2:22][CH2:21][CH:20]([NH2:23])[CH2:19][CH2:18]1.O. The catalyst is O1CCCC1.C(OC)(C)(C)C. The product is [C:12]([O:11][C:9](=[O:10])[NH:16][CH:17]1[CH2:22][CH2:21][CH:20]([NH2:23])[CH2:19][CH2:18]1)([CH3:13])([CH3:14])[CH3:15]. The yield is 0.690.